This data is from Full USPTO retrosynthesis dataset with 1.9M reactions from patents (1976-2016). The task is: Predict the reactants needed to synthesize the given product. (1) Given the product [OH:8][CH:7]([C:2]1[CH:3]=[CH:4][CH:5]=[CH:6][N:1]=1)[C:10](=[CH2:11])[C:9]([O:13][CH3:14])=[O:12], predict the reactants needed to synthesize it. The reactants are: [N:1]1[CH:6]=[CH:5][CH:4]=[CH:3][C:2]=1[CH:7]=[O:8].[C:9]([O:13][CH3:14])(=[O:12])[CH:10]=[CH2:11]. (2) Given the product [CH3:15][N:16]1[C:20]2[CH:21]=[C:22]([C:2]3[C:3]([C:8]4[CH:9]=[C:10]([CH3:14])[CH:11]=[CH:12][CH:13]=4)=[N:4][CH:5]=[CH:6][CH:7]=3)[CH:23]=[CH:24][C:19]=2[N:18]=[CH:17]1, predict the reactants needed to synthesize it. The reactants are: Cl[C:2]1[C:3]([C:8]2[CH:13]=[CH:12][CH:11]=[C:10]([CH3:14])[CH:9]=2)=[N:4][CH:5]=[CH:6][CH:7]=1.[CH3:15][N:16]1[C:20]2[CH:21]=[CH:22][CH:23]=[CH:24][C:19]=2[N:18]=[C:17]1B(O)O.C(Cl)Cl.C([O-])([O-])=O.[Na+].[Na+].